This data is from Catalyst prediction with 721,799 reactions and 888 catalyst types from USPTO. The task is: Predict which catalyst facilitates the given reaction. (1) Reactant: [F:1][C:2]1[CH:7]=[CH:6][C:5]([OH:8])=[C:4]([C:9]2[C:10]([N+:20]([O-:22])=[O:21])=[N:11][N:12]([CH:14]3[CH2:19][CH2:18][CH2:17][CH2:16][O:15]3)[CH:13]=2)[CH:3]=1.[C:23](=[O:26])([O-])[O-:24].[K+].[K+].[Cl:29][C:30]1[C:31](F)=[CH:32][C:33]([F:52])=[C:34]([S:36](N(C2N=CSC=2)C(=O)OC(C)(C)C)(=[O:38])=[O:37])[CH:35]=1.[CH3:54][S:55]([CH3:57])=O. Product: [Cl:29][C:30]1[C:31]([O:8][C:5]2[CH:6]=[CH:7][C:2]([F:1])=[CH:3][C:4]=2[C:9]2[C:10]([N+:20]([O-:22])=[O:21])=[N:11][N:12]([CH:14]3[CH2:19][CH2:18][CH2:17][CH2:16][O:15]3)[CH:13]=2)=[CH:32][C:33]([F:52])=[C:34]([S:36]([C:54]2[S:55][CH:57]=[C:10]([NH:20][C:23]([O:24][C:4]([CH3:9])([CH3:5])[CH3:3])=[O:26])[N:11]=2)(=[O:37])=[O:38])[CH:35]=1. The catalyst class is: 13. (2) Reactant: C[Sn](C)(C)[C:3]1[CH:8]=[CH:7][C:6]([C:9]2[CH2:13][CH:12]([CH2:14][N:15]3[CH:19]=[CH:18][N:17]=[N:16]3)[O:11][N:10]=2)=[CH:5][CH:4]=1.[F:22][C:23]1[CH:24]=[C:25]([N:30]2[CH2:34][C@H:33]([CH2:35][N:36]3[CH:40]=[C:39]([CH3:41])[N:38]=[N:37]3)[O:32][C:31]2=[O:42])[CH:26]=[CH:27][C:28]=1I.O1C=CC=C1P(C1OC=CC=1)C1OC=CC=1. Product: [F:22][C:23]1[CH:24]=[C:25]([N:30]2[CH2:34][C@H:33]([CH2:35][N:36]3[CH:40]=[C:39]([CH3:41])[N:38]=[N:37]3)[O:32][C:31]2=[O:42])[CH:26]=[CH:27][C:28]=1[C:3]1[CH:8]=[CH:7][C:6]([C:9]2[CH2:13][CH:12]([CH2:14][N:15]3[CH:19]=[CH:18][N:17]=[N:16]3)[O:11][N:10]=2)=[CH:5][CH:4]=1. The catalyst class is: 12. (3) Reactant: C[O:2][C:3](=[O:42])[C@@H:4]1[CH2:8][CH:7]([O:9][C:10]2[CH:15]=[CH:14][C:13]([C:16]3[CH:21]=[CH:20][C:19]([C:22]4[C:27]5[O:28][C:29]6[CH:34]=[CH:33][CH:32]=[CH:31][C:30]=6[C:26]=5[CH:25]=[CH:24][CH:23]=4)=[CH:18][CH:17]=3)=[CH:12][CH:11]=2)[CH2:6][N:5]1[C:35]([O:37]C(C)(C)C)=[O:36].[OH-].[K+].Cl.[CH2:46]1[CH2:50]O[CH2:48][CH2:47]1. Product: [CH:25]1[C:26]2[C:30]3[CH:31]=[CH:32][CH:33]=[CH:34][C:29]=3[O:28][C:27]=2[C:22]([C:19]2[CH:20]=[CH:21][C:16]([C:13]3[CH:12]=[CH:11][C:10]([O:9][CH:7]4[CH2:6][N:5]([C:35]([O:37][CH2:50][CH2:46][CH2:47][CH3:48])=[O:36])[C@H:4]([C:3]([OH:2])=[O:42])[CH2:8]4)=[CH:15][CH:14]=3)=[CH:17][CH:18]=2)=[CH:23][CH:24]=1. The catalyst class is: 125. (4) Reactant: C(=O)([O-])[O-].[Cs+].[Cs+].[OH:7][CH2:8][C:9]1[CH:10]=[C:11]([OH:15])[CH:12]=[CH:13][CH:14]=1.Cl.Cl[CH2:18][CH2:19][CH2:20][N:21]([CH3:23])[CH3:22].O. Product: [CH3:22][N:21]([CH3:23])[CH2:20][CH2:19][CH2:18][O:15][C:11]1[CH:10]=[C:9]([CH2:8][OH:7])[CH:14]=[CH:13][CH:12]=1. The catalyst class is: 3.